This data is from Human Reference Interactome with 51,813 positive PPI pairs across 8,248 proteins, plus equal number of experimentally-validated negative pairs. The task is: Binary Classification. Given two protein amino acid sequences, predict whether they physically interact or not. (1) Protein 1 (ENSG00000122958) has sequence MSFLGGFFGPICEIDIVLNDGETRKMAEMKTEDGKVEKHYLFYDGESVSGKVNLAFKQPGKRLEHQGIRIEFVGQIELFNDKSNTHEFVNLVKELALPGELTQSRSYDFEFMQVEKPYESYIGANVRLRYFLKVTIVRRLTDLVKEYDLIVHQLATYPDVNNSIKMEVGIEDCLHIEFEYNKSKYHLKDVIVGKIYFLLVRIKIQHMELQLIKKEITGIGPSTTTETETIAKYEIMDGAPVKGESIPIRLFLAGYDPTPTMRDVNKKFSVRYFLNLVLVDEEDRRYFKQQEIILWRKAPE.... Protein 2 (ENSG00000106009) has sequence MDPECAQLLPALCAVLVDPRQPVADDTCLEKLLDWFKTVTEGESSVVLLQEHPCLVELLSHVLKVQDLSSGVLSFSLRLAGTFAAQENCFQYLQQGELLPGLFGEPGPLGRATWAVPTVRSGWIQGLRSLAQHPSALRFLADHGAVDTIFSLQGDSSLFVASAASQLLVHVLALSMRGGAEGQPCLPGGDWPACAQKIMDHVEESLCSAATPKVTQALNVLTTTFGRCQSPWTEALWVRLSPRVACLLERDPIPAAHSFVDLLLCVARSPVFSSSDGSLWETVARALSCLGPTHMGPLAL.... Result: 0 (the proteins do not interact). (2) Protein 1 (ENSG00000162706) has sequence MGAPAASLLLLLLLFACCWAPGGANLSQDGYWQEQDLELGTLAPLDEAISSTVWSSPDMLASQDSQPWTSDETVVAGGTVVLKCQVKDHEDSSLQWSNPAQQTLYFGEKRALRDNRIQLVTSTPHELSISISNVALADEGEYTCSIFTMPVRTAKSLVTVLGIPQKPIITGYKSSLREKDTATLNCQSSGSKPAARLTWRKGDQELHGEPTRIQEDPNGKTFTVSSSVTFQVTREDDGASIVCSVNHESLKGADRSTSQRIEVLYTPTAMIRPDPPHPREGQKLLLHCEGRGNPVPQQYL.... Protein 2 (ENSG00000166562) has sequence MVRAGAVGAHLPASGLDIFGDLKKMNKRQLYYQVLNFAMIVSSALMIWKGLIVLTGSESPIVVVLSGSMEPAFHRGDLLFLTNFREDPIRAEIMETSNF*MVRAGAVGAHLPASGLDIFGDLKKMNKRQLYYQVLNFAMIVSSALMIWKGLIVLTGSESPIVVVLSGSMEPAFHRGDLLFLTNFREDPIRAGEIVVFKVEGRDIPIVHRVIKVHEKDNGDIKFLTKGDNNEVDDRGLYKEGQNWLEKKDVVGRARG*MVRAGAVGAHLPASGLDIFGDLKKMNKRQLYYQVLNFAMIVSS.... Result: 1 (the proteins interact). (3) Protein 1 (ENSG00000144736) has sequence MLTPAFDLSQDPDFLTIAIRVPYARVSEFDVYFEGSDFKFYAKPYFLRLTLPGRIVENGSEQGSYDADKGIFTIRLPKETPGQHFEGLNMLTALLAPRKSRTAKPLVEEIGASEIPEEVVDDEEFDWEIEQTPCEEVSESALNPQCHYGFGNLRSGVLQRLQDELSDVIDIKDPDFTPAAERRQKRLAAELAKFDPDHYLADFFEDEAIEQILKYNPWWTDKYSKMMAFLEKSQEQENHATLVSFSEEEKYQLRKFVNKSYLLDKRACRQVCYSLIDILLAYCYETRVTEGEKNVESAWN.... Protein 2 (ENSG00000118762) has sequence MVNSSRVQPQQPGDAKRPPAPRAPDPGRLMAGCAAVGASLAAPGGLCEQRGLEIEMQRIRQAAARDPPAGAAASPSPPLSSCSRQAWSRDNPGFEAEEEEEEVEGEEGGMVVEMDVEWRPGSRRSAASSAVSSVGARSRGLGGYHGAGHPSGRRRRREDQGPPCPSPVGGGDPLHRHLPLEGQPPRVAWAERLVRGLRGLWGTRLMEESSTNREKYLKSVLRELVTYLLFLIVLCILTYGMMSSNVYYYTRMMSQLFLDTPVSKTEKTNFKTLSSMEDFWKFTEGSLLDGLYWKMQPSNQ.... Result: 0 (the proteins do not interact).